Dataset: Full USPTO retrosynthesis dataset with 1.9M reactions from patents (1976-2016). Task: Predict the reactants needed to synthesize the given product. (1) Given the product [CH2:20]([O:23][C:24]1[C:25]([N+:33]([O-:35])=[O:34])=[C:26]([NH:8][C:5]2[CH:6]=[CH:7][C:2]([Br:1])=[CH:3][C:4]=2[F:9])[C:27]([F:31])=[C:28]([F:30])[CH:29]=1)[CH:21]=[CH2:22], predict the reactants needed to synthesize it. The reactants are: [Br:1][C:2]1[CH:7]=[CH:6][C:5]([NH2:8])=[C:4]([F:9])[CH:3]=1.[Li+].C[Si]([N-][Si](C)(C)C)(C)C.[CH2:20]([O:23][C:24]1[CH:29]=[C:28]([F:30])[C:27]([F:31])=[C:26](F)[C:25]=1[N+:33]([O-:35])=[O:34])[CH:21]=[CH2:22]. (2) Given the product [Cl:22][C:16]1[CH:17]=[C:18]([Cl:21])[CH:19]=[CH:20][C:15]=1[C:7]1[CH:6]=[C:10]([C:11]([O:13][CH3:14])=[O:12])[S:9][N:8]=1, predict the reactants needed to synthesize it. The reactants are: N([O-])=O.[Na+].N[C:6]1[C:7]([C:15]2[CH:20]=[CH:19][C:18]([Cl:21])=[CH:17][C:16]=2[Cl:22])=[N:8][S:9][C:10]=1[C:11]([O:13][CH3:14])=[O:12].N#N. (3) The reactants are: Cl[C:2]1[N:3]=[C:4]([N:17]2[CH2:22][CH2:21][CH:20]([CH2:23][O:24][CH2:25][CH2:26][N:27]3[CH2:31][CH2:30][CH2:29][CH2:28]3)[CH2:19][CH2:18]2)[C:5]2[C:10]([C:11]3[CH:16]=[CH:15][CH:14]=[CH:13][CH:12]=3)=[CH:9][S:8][C:6]=2[N:7]=1.[N-:32]=[N+]=[N-].[Na+]. Given the product [C:11]1([C:10]2[C:5]3[C:4]([N:17]4[CH2:22][CH2:21][CH:20]([CH2:23][O:24][CH2:25][CH2:26][N:27]5[CH2:31][CH2:30][CH2:29][CH2:28]5)[CH2:19][CH2:18]4)=[N:3][C:2]([NH2:32])=[N:7][C:6]=3[S:8][CH:9]=2)[CH:16]=[CH:15][CH:14]=[CH:13][CH:12]=1, predict the reactants needed to synthesize it.